This data is from Reaction yield outcomes from USPTO patents with 853,638 reactions. The task is: Predict the reaction yield, written as a fraction of the theoretical maximum amount of product (1.0 means a 100% yield; for example, 0.34 means a 34% yield). The reactants are Br[C:2]1[CH:11]=[C:10]2[C:5]([CH:6]=[CH:7][C:8]([NH:12]C(=O)C)=[N:9]2)=[N:4][CH:3]=1.[CH3:16][N:17](C=O)C. The catalyst is [Zn].[C-]#N.[Zn+2].[C-]#N.C1C=CC(P(C2C=CC=CC=2)[C-]2C=CC=C2)=CC=1.C1C=CC(P(C2C=CC=CC=2)[C-]2C=CC=C2)=CC=1.Cl[Pd]Cl.[Fe+2].C(Cl)Cl. The product is [NH2:12][C:8]1[N:9]=[C:10]2[C:5](=[CH:6][CH:7]=1)[N:4]=[CH:3][C:2]([C:16]#[N:17])=[CH:11]2. The yield is 0.490.